Dataset: NCI-60 drug combinations with 297,098 pairs across 59 cell lines. Task: Regression. Given two drug SMILES strings and cell line genomic features, predict the synergy score measuring deviation from expected non-interaction effect. (1) Drug 1: CN(CCCl)CCCl.Cl. Drug 2: C1CNP(=O)(OC1)N(CCCl)CCCl. Cell line: NCI-H460. Synergy scores: CSS=36.3, Synergy_ZIP=1.43, Synergy_Bliss=1.89, Synergy_Loewe=-49.3, Synergy_HSA=0.916. (2) Synergy scores: CSS=20.2, Synergy_ZIP=-8.85, Synergy_Bliss=-3.79, Synergy_Loewe=-0.340, Synergy_HSA=-0.352. Drug 1: COC1=CC(=CC(=C1O)OC)C2C3C(COC3=O)C(C4=CC5=C(C=C24)OCO5)OC6C(C(C7C(O6)COC(O7)C8=CC=CS8)O)O. Cell line: KM12. Drug 2: CC1CCCC2(C(O2)CC(NC(=O)CC(C(C(=O)C(C1O)C)(C)C)O)C(=CC3=CSC(=N3)C)C)C.